Predict the reaction yield, written as a fraction of the theoretical maximum amount of product (1.0 means a 100% yield; for example, 0.34 means a 34% yield). From a dataset of Reaction yield outcomes from USPTO patents with 853,638 reactions. The yield is 0.270. The reactants are C[C:2]1[CH:10]=[C:9]([NH:11][C:12](=[O:36])[NH:13][C:14]2[CH:19]=[CH:18][C:17]([C:20]3[N:25]=[C:24]([O:26][CH:27]([CH3:29])[CH3:28])[N:23]=[C:22]([N:30]4[CH2:35][CH2:34][O:33][CH2:32][CH2:31]4)[N:21]=3)=[CH:16][CH:15]=2)[CH:8]=[CH:7][C:3]=1[C:4]([OH:6])=O.[NH2:37][CH:38]1[CH2:43][CH2:42][N:41]([CH3:44])[CH2:40][CH2:39]1. The product is [CH:27]([O:26][C:24]1[N:23]=[C:22]([N:30]2[CH2:35][CH2:34][O:33][CH2:32][CH2:31]2)[N:21]=[C:20]([C:17]2[CH:18]=[CH:19][C:14]([NH:13][C:12]([NH:11][C:9]3[CH:10]=[CH:2][C:3]([C:4]([NH:37][CH:38]4[CH2:43][CH2:42][N:41]([CH3:44])[CH2:40][CH2:39]4)=[O:6])=[CH:7][CH:8]=3)=[O:36])=[CH:15][CH:16]=2)[N:25]=1)([CH3:28])[CH3:29]. No catalyst specified.